From a dataset of Full USPTO retrosynthesis dataset with 1.9M reactions from patents (1976-2016). Predict the reactants needed to synthesize the given product. (1) Given the product [C:1]([C:5]1[CH:32]=[CH:31][C:8]2[N:9]([CH2:23][O:24][CH2:25][CH2:26][Si:27]([CH3:28])([CH3:29])[CH3:30])[C:10]([CH2:12][CH:13]3[CH2:16][CH:15]([CH:17]=[O:18])[CH2:14]3)=[N:11][C:7]=2[CH:6]=1)([CH3:4])([CH3:2])[CH3:3], predict the reactants needed to synthesize it. The reactants are: [C:1]([C:5]1[CH:32]=[CH:31][C:8]2[N:9]([CH2:23][O:24][CH2:25][CH2:26][Si:27]([CH3:30])([CH3:29])[CH3:28])[C:10]([CH2:12][CH:13]3[CH2:16][CH:15]([C:17](N(OC)C)=[O:18])[CH2:14]3)=[N:11][C:7]=2[CH:6]=1)([CH3:4])([CH3:3])[CH3:2].[H-].C([Al+]CC(C)C)C(C)C. (2) Given the product [S:1]1[C:5]2[CH:6]=[CH:7][CH:8]=[CH:9][C:4]=2[N:3]=[C:2]1[O:10][C:11]1[CH:12]=[C:13]2[C:17](=[CH:18][CH:19]=1)[N:16]([CH2:20][CH3:21])[C:15]([CH:22]=[O:23])=[CH:14]2, predict the reactants needed to synthesize it. The reactants are: [S:1]1[C:5]2[CH:6]=[CH:7][CH:8]=[CH:9][C:4]=2[N:3]=[C:2]1[O:10][C:11]1[CH:12]=[C:13]2[C:17](=[CH:18][CH:19]=1)[N:16]([CH2:20][CH3:21])[C:15]([CH2:22][OH:23])=[CH:14]2. (3) The reactants are: Cl[C:2]1[C:11]([CH3:12])=[C:10]([Cl:13])[C:9]2[C:4](=[CH:5][C:6]([F:15])=[CH:7][C:8]=2[F:14])[N:3]=1.[CH3:16][C:17]1([CH3:23])[CH2:21][CH2:20][NH:19][C:18]1=[O:22].CC1(C)C2C=CC=C(P(C3C=CC=CC=3)C3C=CC=CC=3)C=2OC2C1=CC=CC=2P(C1C=CC=CC=1)C1C=CC=CC=1.C(=O)([O-])[O-].[Cs+].[Cs+]. Given the product [Cl:13][C:10]1[C:9]2[C:4](=[CH:5][C:6]([F:15])=[CH:7][C:8]=2[F:14])[N:3]=[C:2]([N:19]2[CH2:20][CH2:21][C:17]([CH3:23])([CH3:16])[C:18]2=[O:22])[C:11]=1[CH3:12], predict the reactants needed to synthesize it. (4) Given the product [CH3:13][O:14][C:15]1[CH:22]=[CH:21][CH:20]=[C:19]([O:23][CH3:24])[C:16]=1[CH:17]1[N:12]([CH2:11][C:9]2[CH:8]=[CH:7][C:6]3[N:2]([CH3:1])[N:3]=[N:4][C:5]=3[CH:10]=2)[C:15](=[O:14])[CH2:16][CH2:19][CH2:20]1, predict the reactants needed to synthesize it. The reactants are: [CH3:1][N:2]1[C:6]2[CH:7]=[CH:8][C:9]([CH2:11][NH2:12])=[CH:10][C:5]=2[N:4]=[N:3]1.[CH3:13][O:14][C:15]1[CH:22]=[CH:21][CH:20]=[C:19]([O:23][CH3:24])[C:16]=1[CH:17]=O. (5) Given the product [CH3:12][C:13]1[CH:22]=[C:21]2[C:16]([CH:17]=[CH:18][CH:19]=[N+:20]2[O-:9])=[CH:15][CH:14]=1, predict the reactants needed to synthesize it. The reactants are: ClC1C=CC=C(C(OO)=[O:9])C=1.[CH3:12][C:13]1[CH:22]=[C:21]2[C:16]([CH:17]=[CH:18][CH:19]=[N:20]2)=[CH:15][CH:14]=1. (6) Given the product [F:1][C:2]1[CH:7]=[C:6]2[C:5](=[CH:4][CH:3]=1)[O:11][C:12](=[O:14])[CH:9]=[C:8]2[OH:10], predict the reactants needed to synthesize it. The reactants are: [F:1][C:2]1[CH:3]=[CH:4][C:5]([OH:11])=[C:6]([C:8](=[O:10])[CH3:9])[CH:7]=1.[CH2:12]([O:14]C(=O)OCC)C.CC(C)([O-])C.[K+]. (7) Given the product [NH2:21][C:16]1[N:15]=[C:14]([CH2:13][NH:5][CH2:4][C@@H:3]([C:22]([OH:24])=[O:23])[NH2:2])[CH:19]=[C:18]([CH3:20])[CH:17]=1, predict the reactants needed to synthesize it. The reactants are: C[N:2](C(OC(C)(C)C)=O)[C@H:3]([C:22]([OH:24])=[O:23])[CH2:4][N:5]([CH2:13][C:14]1[CH:19]=[C:18]([CH3:20])[CH:17]=[C:16]([NH2:21])[N:15]=1)C(OC(C)(C)C)=O.